The task is: Predict which catalyst facilitates the given reaction.. This data is from Catalyst prediction with 721,799 reactions and 888 catalyst types from USPTO. (1) Reactant: [F:1][C:2]1[CH:7]=[CH:6][C:5]([NH:8][C:9]([C:11]2([C:14]([NH:16][C:17]3[CH:22]=[CH:21][C:20]([O:23][C:24]4[C:33]5[C:28](=[CH:29][C:30]([OH:36])=[C:31]([O:34][CH3:35])[CH:32]=5)[N:27]=[CH:26][CH:25]=4)=[C:19]([F:37])[CH:18]=3)=[O:15])[CH2:13][CH2:12]2)=[O:10])=[CH:4][CH:3]=1.[CH2:38]([N:40]([CH2:44][CH3:45])[CH2:41][CH2:42]O)[CH3:39].C1C=CC(P(C2C=CC=CC=2)C2C=CC=CC=2)=CC=1.CC(OC(/N=N/C(OC(C)C)=O)=O)C. Product: [CH2:38]([N:40]([CH2:44][CH3:45])[CH2:41][CH2:42][O:36][C:30]1[CH:29]=[C:28]2[C:33]([C:24]([O:23][C:20]3[CH:21]=[CH:22][C:17]([NH:16][C:14]([C:11]4([C:9]([NH:8][C:5]5[CH:6]=[CH:7][C:2]([F:1])=[CH:3][CH:4]=5)=[O:10])[CH2:12][CH2:13]4)=[O:15])=[CH:18][C:19]=3[F:37])=[CH:25][CH:26]=[N:27]2)=[CH:32][C:31]=1[O:34][CH3:35])[CH3:39]. The catalyst class is: 2. (2) Reactant: [CH3:1][O:2][CH2:3][CH:4]([CH2:29][O:30][CH3:31])[O:5][C:6]1[CH:7]=[C:8]([O:18][C:19]2[CH:24]=[CH:23][C:22]([S:25]([CH3:28])(=[O:27])=[O:26])=[CH:21][N:20]=2)[CH:9]=[C:10]2[C:14]=1[NH:13][C:12]([C:15]([OH:17])=O)=[CH:11]2.Cl.C([N:35]=C=NCCCN(C)C)C.ON1C2C=CC=CC=2N=N1.[OH-].[NH4+]. Product: [CH3:1][O:2][CH2:3][CH:4]([CH2:29][O:30][CH3:31])[O:5][C:6]1[CH:7]=[C:8]([O:18][C:19]2[CH:24]=[CH:23][C:22]([S:25]([CH3:28])(=[O:26])=[O:27])=[CH:21][N:20]=2)[CH:9]=[C:10]2[C:14]=1[NH:13][C:12]([C:15]([NH2:35])=[O:17])=[CH:11]2. The catalyst class is: 9. (3) Reactant: [F:1][C:2]1[CH:7]=[CH:6][C:5]([Mg]Br)=[CH:4][CH:3]=1.[CH:10]([N:23]1[CH2:26][C:25](=[O:27])[CH2:24]1)([C:17]1[CH:22]=[CH:21][CH:20]=[CH:19][CH:18]=1)[C:11]1[CH:16]=[CH:15][CH:14]=[CH:13][CH:12]=1.C(=O)(O)[O-].[Na+]. Product: [CH:10]([N:23]1[CH2:26][C:25]([C:5]2[CH:6]=[CH:7][C:2]([F:1])=[CH:3][CH:4]=2)([OH:27])[CH2:24]1)([C:17]1[CH:22]=[CH:21][CH:20]=[CH:19][CH:18]=1)[C:11]1[CH:12]=[CH:13][CH:14]=[CH:15][CH:16]=1. The catalyst class is: 7. (4) The catalyst class is: 48. Product: [CH2:1]([O:3][C:4]([C:6]1[O:7][C:8]2[CH:15]=[CH:14][C:13]([Cl:16])=[CH:12][C:9]=2[C:10]=1[NH:11][C:18]([O:20][CH2:21][CH3:22])=[O:19])=[O:5])[CH3:2]. Reactant: [CH2:1]([O:3][C:4]([C:6]1[O:7][C:8]2[CH:15]=[CH:14][C:13]([Cl:16])=[CH:12][C:9]=2[C:10]=1[NH2:11])=[O:5])[CH3:2].Cl[C:18]([O:20][CH2:21][CH3:22])=[O:19].C([O-])([O-])=O.[K+].[K+]. (5) Reactant: [CH2:1]([O:8][CH2:9][CH2:10][CH2:11][C:12]1[NH:20][C:15]2=[N:16][CH:17]=[CH:18][CH:19]=[C:14]2[N:13]=1)[C:2]1[CH:7]=[CH:6][CH:5]=[CH:4][CH:3]=1.[H-].[Na+].[CH3:23]OS(=O)(=O)OC.CO. Product: [CH2:1]([O:8][CH2:9][CH2:10][CH2:11][C:12]1[N:20]([CH3:23])[C:15]2=[N:16][CH:17]=[CH:18][CH:19]=[C:14]2[N:13]=1)[C:2]1[CH:3]=[CH:4][CH:5]=[CH:6][CH:7]=1. The catalyst class is: 3. (6) Reactant: [Cl:1][C:2]1[CH:3]=[C:4]([CH:7]=[C:8]([C:10]([C:12]2[NH:13][C:14](=[O:22])[NH:15][C:16](=[O:21])[C:17]=2[CH:18]([CH3:20])[CH3:19])=[O:11])[CH:9]=1)[C:5]#[N:6].C(=O)([O-])[O-].[K+].[K+].[I-].[Li+].Cl[CH2:32][C:33]1[CH:38]=[C:37]([CH3:39])[N:36]=[C:35]([N:40]2[C:48](=[O:49])[C:47]3[C:42](=[CH:43][CH:44]=[CH:45][CH:46]=3)[C:41]2=[O:50])[CH:34]=1. Product: [Cl:1][C:2]1[CH:3]=[C:4]([CH:7]=[C:8]([C:10]([C:12]2[N:13]([CH2:32][C:33]3[CH:38]=[C:37]([CH3:39])[N:36]=[C:35]([N:40]4[C:48](=[O:49])[C:47]5[C:42](=[CH:43][CH:44]=[CH:45][CH:46]=5)[C:41]4=[O:50])[CH:34]=3)[C:14](=[O:22])[NH:15][C:16](=[O:21])[C:17]=2[CH:18]([CH3:20])[CH3:19])=[O:11])[CH:9]=1)[C:5]#[N:6]. The catalyst class is: 3. (7) Reactant: [CH3:1][N:2]1[CH2:7][CH2:6][N:5]([C:8]([C:10]2[CH:15]=[CH:14][C:13](B(O)O)=[CH:12][CH:11]=2)=[O:9])[CH2:4][CH2:3]1.[CH:19]1[C:31]2[CH2:30][C:29]3[C:24](=[CH:25][CH:26]=[CH:27][CH:28]=3)[C:23]=2[CH:22]=[CH:21][C:20]=1[C:32]1[S:36][C:35]([NH:37][C:38]([C:40]2[O:41][C:42](Br)=[CH:43][CH:44]=2)=[O:39])=[N:34][CH:33]=1.C([O-])([O-])=O.[K+].[K+]. Product: [CH:19]1[C:31]2[CH2:30][C:29]3[C:24](=[CH:25][CH:26]=[CH:27][CH:28]=3)[C:23]=2[CH:22]=[CH:21][C:20]=1[C:32]1[S:36][C:35]([NH:37][C:38]([C:40]2[O:41][C:42]([C:13]3[CH:14]=[CH:15][C:10]([C:8]([N:5]4[CH2:6][CH2:7][N:2]([CH3:1])[CH2:3][CH2:4]4)=[O:9])=[CH:11][CH:12]=3)=[CH:43][CH:44]=2)=[O:39])=[N:34][CH:33]=1. The catalyst class is: 38. (8) Reactant: C([O:3][C:4]([C:6]1[N:7]([C:15]2[CH:20]=[CH:19][C:18]([O:21][CH2:22][CH2:23][CH2:24][N:25]3[CH2:29][CH2:28][CH2:27][CH2:26]3)=[CH:17][CH:16]=2)[C:8]2[C:13]([CH:14]=1)=[CH:12][CH:11]=[CH:10][CH:9]=2)=O)C.[H-].[Al+3].[Li+].[H-].[H-].[H-].O.[OH-].[Na+]. Product: [N:25]1([CH2:24][CH2:23][CH2:22][O:21][C:18]2[CH:17]=[CH:16][C:15]([N:7]3[C:8]4[C:13](=[CH:12][CH:11]=[CH:10][CH:9]=4)[CH:14]=[C:6]3[CH2:4][OH:3])=[CH:20][CH:19]=2)[CH2:29][CH2:28][CH2:27][CH2:26]1. The catalyst class is: 1.